Dataset: Reaction yield outcomes from USPTO patents with 853,638 reactions. Task: Predict the reaction yield, written as a fraction of the theoretical maximum amount of product (1.0 means a 100% yield; for example, 0.34 means a 34% yield). (1) The reactants are [CH2:1]([C:5]1[N:6]=[C:7]([CH3:27])[NH:8][C:9](=[O:26])[C:10]=1[CH2:11][C:12]1[CH:17]=[CH:16][C:15]([C:18]2[C:19]([C:24]#[N:25])=[CH:20][CH:21]=[CH:22][CH:23]=2)=[CH:14][CH:13]=1)[CH2:2][CH2:3][CH3:4].N(C(N1CCCCC1)=O)=NC(N1CCCCC1)=O.C(P(CCCC)CCCC)CCC.[CH3:59][C:60]1[CH:61]=[CH:62][C:63]2[S:67][C:66]([CH2:68]O)=[CH:65][C:64]=2[CH:70]=1. The catalyst is C(OCC)(=O)C.O1CCCC1. The product is [CH2:1]([C:5]1[N:6]=[C:7]([CH3:27])[N:8]([CH2:68][C:66]2[S:67][C:63]3[CH:62]=[CH:61][C:60]([CH3:59])=[CH:70][C:64]=3[CH:65]=2)[C:9](=[O:26])[C:10]=1[CH2:11][C:12]1[CH:17]=[CH:16][C:15]([C:18]2[C:19]([C:24]#[N:25])=[CH:20][CH:21]=[CH:22][CH:23]=2)=[CH:14][CH:13]=1)[CH2:2][CH2:3][CH3:4]. The yield is 0.440. (2) The reactants are CO[CH:3](OC)[CH2:4][CH:5](OC)OC.Cl.[Cl:13][C:14]1[CH:23]=[C:22]([F:24])[C:21]([NH:25][NH2:26])=[CH:20][C:15]=1[C:16]([O:18][CH3:19])=[O:17].[CH2:27](O)C. No catalyst specified. The product is [Cl:13][C:14]1[CH:23]=[C:22]([F:24])[C:21]([N:25]2[CH:5]=[CH:4][CH:3]=[N:26]2)=[CH:20][C:15]=1[C:16]([O:18][CH2:19][CH3:27])=[O:17].[Cl:13][C:14]1[CH:23]=[C:22]([F:24])[C:21]([N:25]2[CH:5]=[CH:4][CH:3]=[N:26]2)=[CH:20][C:15]=1[C:16]([O:18][CH3:19])=[O:17].[Cl:13][C:14]1[CH:23]=[C:22]([F:24])[C:21]([N:25]2[CH:5]=[CH:4][CH:3]=[N:26]2)=[CH:20][C:15]=1[C:16]([OH:18])=[O:17]. The yield is 0.0130. (3) The reactants are [F:1][C:2]([F:10])([F:9])[C:3](=O)[CH2:4][C:5](=O)[CH3:6].[CH3:11][O:12][C:13]1[CH:18]=[CH:17][C:16]([NH:19][NH2:20])=[CH:15][CH:14]=1.Cl. The catalyst is COCCO.C(O)(=O)C. The product is [F:1][C:2]([F:10])([F:9])[C:3]1[CH:4]=[C:5]([CH3:6])[N:19]([C:16]2[CH:17]=[CH:18][C:13]([O:12][CH3:11])=[CH:14][CH:15]=2)[N:20]=1. The yield is 0.880. (4) The reactants are Br[C:2]1[CH:20]=[CH:19][C:5]([CH2:6][CH:7]2[CH2:11][CH2:10][N:9]([CH:12]3[CH2:17][CH2:16][CH2:15][CH2:14][CH2:13]3)[C:8]2=[O:18])=[CH:4][CH:3]=1.C(N(CC)CC)C.C[OH:29].[O:30]1[CH2:34]CC[CH2:31]1. The catalyst is C([O-])(=O)C.[Pd+2].C([O-])(=O)C.C1(P(C2C=CC=CC=2)[C-]2C=CC=C2)C=CC=CC=1.[C-]1(P(C2C=CC=CC=2)C2C=CC=CC=2)C=CC=C1.[Fe+2]. The product is [CH:12]1([N:9]2[CH2:10][CH2:11][CH:7]([CH2:6][C:5]3[CH:19]=[CH:20][C:2]([C:31]([O:30][CH3:34])=[O:29])=[CH:3][CH:4]=3)[C:8]2=[O:18])[CH2:17][CH2:16][CH2:15][CH2:14][CH2:13]1. The yield is 0.0200. (5) The reactants are FC(F)(F)C(O)=O.[CH:8]1[C:16]2[C:15]3[CH:17]=[CH:18][CH:19]=[CH:20][C:14]=3[O:13][C:12]=2[C:11]([C:21]2[CH:50]=[CH:49][C:24]([C:25]3[CH:30]=[CH:29][C:28]([C:31]([N:33]4[CH2:38][CH2:37][N:36](C(OC(C)(C)C)=O)[CH:35]([C:46]([O-:48])=[O:47])[CH2:34]4)=[O:32])=[CH:27][CH:26]=3)=[CH:23][CH:22]=2)=[CH:10][CH:9]=1. The catalyst is ClCCl. The product is [CH:8]1[C:16]2[C:15]3[CH:17]=[CH:18][CH:19]=[CH:20][C:14]=3[O:13][C:12]=2[C:11]([C:21]2[CH:22]=[CH:23][C:24]([C:25]3[CH:26]=[CH:27][C:28]([C:31]([N:33]4[CH2:38][CH2:37][NH:36][CH:35]([C:46]([OH:48])=[O:47])[CH2:34]4)=[O:32])=[CH:29][CH:30]=3)=[CH:49][CH:50]=2)=[CH:10][CH:9]=1. The yield is 1.00. (6) The reactants are Cl[CH2:2][CH2:3][NH:4][C:5]([NH:7][CH:8]([CH3:10])[CH3:9])=[O:6].[H-].[Na+]. The catalyst is C1COCC1. The product is [CH:8]([N:7]1[CH2:2][CH2:3][NH:4][C:5]1=[O:6])([CH3:10])[CH3:9]. The yield is 0.690. (7) The reactants are [CH2:1]([O:8][C:9]([NH:11][C@H:12]([C:17]([OH:19])=O)[C:13]([CH3:16])([CH3:15])[CH3:14])=[O:10])[C:2]1[CH:7]=[CH:6][CH:5]=[CH:4][CH:3]=1.[Cl-].[NH4+].C([N:24](CC)CC)C.C1C=CC2N(O)N=NC=2C=1.C(Cl)CCl. The catalyst is CN(C=O)C. The product is [NH2:24][C:17]([C@@H:12]([NH:11][C:9](=[O:10])[O:8][CH2:1][C:2]1[CH:7]=[CH:6][CH:5]=[CH:4][CH:3]=1)[C:13]([CH3:16])([CH3:15])[CH3:14])=[O:19]. The yield is 0.820. (8) The reactants are [OH:1][C:2]1[CH:7]=[C:6]([CH3:8])[C:5]([NH:9][CH:10]=[O:11])=[C:4]([CH3:12])[C:3]=1[CH3:13].[H-].[Na+].Br[CH2:17][C:18]([CH3:29])=[CH:19][C:20]1[CH:25]=[CH:24][C:23]([CH:26]([CH3:28])[CH3:27])=[CH:22][CH:21]=1.O. The catalyst is CN(C)C=O. The product is [CH:26]([C:23]1[CH:22]=[CH:21][C:20]([CH:19]=[C:18]([CH3:29])[CH2:17][O:1][C:2]2[CH:7]=[C:6]([CH3:8])[C:5]([NH:9][CH:10]=[O:11])=[C:4]([CH3:12])[C:3]=2[CH3:13])=[CH:25][CH:24]=1)([CH3:28])[CH3:27]. The yield is 0.630. (9) The reactants are F[C:2]1[CH:7]=[C:6]([F:8])[CH:5]=[C:4]([O:9][CH3:10])[C:3]=1[N+:11]([O-:13])=[O:12].[Br:14][C:15]1[NH:16][CH:17]=[C:18]([CH3:20])[N:19]=1.C(=O)([O-])[O-].[K+].[K+]. The catalyst is CN(C=O)C.C(OCC)(=O)C.ClCCl. The product is [Br:14][C:15]1[N:16]([C:2]2[CH:7]=[C:6]([F:8])[CH:5]=[C:4]([O:9][CH3:10])[C:3]=2[N+:11]([O-:13])=[O:12])[CH:17]=[C:18]([CH3:20])[N:19]=1. The yield is 0.310. (10) The reactants are [CH3:1][C:2]1[C:10]2[C:5](=[CH:6][CH:7]=[C:8]([C:11](O)=O)[CH:9]=2)[NH:4][N:3]=1.[NH2:14][NH:15][C:16]([NH2:18])=[S:17].[OH-].[K+]. No catalyst specified. The product is [CH3:1][C:2]1[C:10]2[C:5](=[CH:6][CH:7]=[C:8]([C:11]3[S:17][C:16]([NH2:18])=[N:15][N:14]=3)[CH:9]=2)[NH:4][N:3]=1. The yield is 0.530.